From a dataset of Reaction yield outcomes from USPTO patents with 853,638 reactions. Predict the reaction yield, written as a fraction of the theoretical maximum amount of product (1.0 means a 100% yield; for example, 0.34 means a 34% yield). (1) The reactants are [CH:1]1([CH:7]([NH:25][C:26]2[CH:34]=[CH:33][C:29]([C:30]([OH:32])=O)=[CH:28][CH:27]=2)[C:8]2[CH:12]=[C:11]([C:13]3[CH:18]=[CH:17][C:16]([C:19]([F:22])([F:21])[F:20])=[CH:15][CH:14]=3)[S:10][C:9]=2[CH2:23][CH3:24])[CH2:6][CH2:5][CH2:4][CH2:3][CH2:2]1.[CH3:35][NH:36][CH2:37][CH2:38][C:39]([O:41]CC)=[O:40]. No catalyst specified. The product is [CH:1]1([CH:7]([NH:25][C:26]2[CH:27]=[CH:28][C:29]([C:30]([N:36]([CH3:35])[CH2:37][CH2:38][C:39]([OH:41])=[O:40])=[O:32])=[CH:33][CH:34]=2)[C:8]2[CH:12]=[C:11]([C:13]3[CH:18]=[CH:17][C:16]([C:19]([F:21])([F:22])[F:20])=[CH:15][CH:14]=3)[S:10][C:9]=2[CH2:23][CH3:24])[CH2:2][CH2:3][CH2:4][CH2:5][CH2:6]1. The yield is 0.460. (2) The reactants are [F:1][C:2]1[CH:3]=[C:4]([C:8]2[C:12]([CH2:13][N:14]3C(=O)C4C(=CC=CC=4)C3=O)=[C:11]([CH3:25])[O:10][N:9]=2)[CH:5]=[CH:6][CH:7]=1.O.NN. The catalyst is C1COCC1.C(O)C. The product is [F:1][C:2]1[CH:3]=[C:4]([C:8]2[C:12]([CH2:13][NH2:14])=[C:11]([CH3:25])[O:10][N:9]=2)[CH:5]=[CH:6][CH:7]=1. The yield is 0.770. (3) The reactants are Br[C:2]1[CH:10]=[C:9]2[C:5]([CH2:6][O:7][C:8]2=[O:11])=[CH:4][CH:3]=1.[C:12]1(B(O)O)[CH2:17][CH2:16][CH2:15][CH2:14][CH:13]=1. No catalyst specified. The product is [C:12]1([C:2]2[CH:10]=[C:9]3[C:5]([CH2:6][O:7][C:8]3=[O:11])=[CH:4][CH:3]=2)[CH2:17][CH2:16][CH2:15][CH2:14][CH:13]=1. The yield is 1.00. (4) The reactants are [CH3:1][C:2]([Si:5]([CH3:16])([CH3:15])[O:6][C:7]1[CH:8]=[C:9]([CH2:13][NH2:14])[CH:10]=[CH:11][CH:12]=1)([CH3:4])[CH3:3].[Cl:17][C:18]1[CH:19]=[C:20]([CH:24]=[C:25]([Cl:28])[C:26]=1[OH:27])[C:21](O)=[O:22].CN([P+](ON1N=NC2C=CC=CC1=2)(N(C)C)N(C)C)C.F[P-](F)(F)(F)(F)F.C(N(C(C)C)CC)(C)C. The catalyst is ClCCl. The product is [Cl:17][C:18]1[CH:19]=[C:20]([C:21]([NH:14][CH2:13][C:9]2[CH:10]=[CH:11][CH:12]=[C:7]([O:6][Si:5]([C:2]([CH3:1])([CH3:3])[CH3:4])([CH3:16])[CH3:15])[CH:8]=2)=[O:22])[CH:24]=[C:25]([Cl:28])[C:26]=1[OH:27]. The yield is 0.870. (5) The reactants are Cl[C:2]1[N:3]=[N:4][C:5]([C:8]#[C:9][C:10]2[CH:15]=[CH:14][CH:13]=[CH:12][CH:11]=2)=[CH:6][CH:7]=1.[I-:16].[Na+].C(O)(=O)C.S(=O)(=O)(O)O. The catalyst is C(#N)C.C(OCC)(=O)C.O. The product is [I:16][C:2]1[N:3]=[N:4][C:5]([C:8]#[C:9][C:10]2[CH:15]=[CH:14][CH:13]=[CH:12][CH:11]=2)=[CH:6][CH:7]=1. The yield is 0.580. (6) The reactants are C([O:8][CH2:9][C@@H:10]([CH3:28])[O:11][C:12]1[CH:13]=[C:14]([N:18]2[C:22]([NH2:23])=[CH:21][C:20]([C:24]([CH3:27])([CH3:26])[CH3:25])=[N:19]2)[CH:15]=[CH:16][CH:17]=1)C1C=CC=CC=1.O.C([O-])=O.[NH4+]. The catalyst is C(O)C.[Pd]. The product is [NH2:23][C:22]1[N:18]([C:14]2[CH:13]=[C:12]([CH:17]=[CH:16][CH:15]=2)[O:11][C@H:10]([CH3:28])[CH2:9][OH:8])[N:19]=[C:20]([C:24]([CH3:25])([CH3:27])[CH3:26])[CH:21]=1. The yield is 0.790.